From a dataset of Forward reaction prediction with 1.9M reactions from USPTO patents (1976-2016). Predict the product of the given reaction. (1) Given the reactants I[C:2]1[CH:18]=[CH:17][C:5]2[O:6][CH2:7][CH2:8][C:9]3[N:10]([N:11]=[C:12]([C:14]([NH2:16])=[O:15])[CH:13]=3)[C:4]=2[CH:3]=1.[C:19]([C:21]1([OH:28])[CH2:25][CH:24]([CH3:26])[NH:23][C:22]1=[O:27])#[CH:20], predict the reaction product. The product is: [OH:28][C:21]1([C:19]#[C:20][C:2]2[CH:18]=[CH:17][C:5]3[O:6][CH2:7][CH2:8][C:9]4[N:10]([N:11]=[C:12]([C:14]([NH2:16])=[O:15])[CH:13]=4)[C:4]=3[CH:3]=2)[CH2:25][CH:24]([CH3:26])[NH:23][C:22]1=[O:27]. (2) Given the reactants COC1C=CC(O)=CC=1.BrCCCCCCCCCO.[CH3:21][O:22][C:23]1[CH:39]=[CH:38][C:26]([O:27][CH2:28][CH2:29][CH2:30][CH2:31][CH2:32][CH2:33][CH2:34][CH2:35][CH2:36][OH:37])=[CH:25][CH:24]=1.COC1C=CC(OCCCCCCCCC(O)=O)=CC=1.Cl.Cl.[CH2:62]([O:69][C:70](=[O:78])[CH2:71][C@@H:72]([NH2:77])[CH2:73][N:74]([CH3:76])[CH3:75])[C:63]1[CH:68]=[CH:67][CH:66]=[CH:65][CH:64]=1, predict the reaction product. The product is: [CH2:62]([O:69][C:70](=[O:78])[CH2:71][C@@H:72]([NH:77][C:36](=[O:37])[CH2:35][CH2:34][CH2:33][CH2:32][CH2:31][CH2:30][CH2:29][CH2:28][O:27][C:26]1[CH:38]=[CH:39][C:23]([O:22][CH3:21])=[CH:24][CH:25]=1)[CH2:73][N:74]([CH3:75])[CH3:76])[C:63]1[CH:68]=[CH:67][CH:66]=[CH:65][CH:64]=1. (3) Given the reactants Cl.[NH:2]1[CH:6]=[C:5]([CH2:7][NH2:8])[CH:4]=[N:3]1.C(N(CC)C(C)C)(C)C.C1C=CC2N(O)N=NC=2C=1.CCN=C=NCCCN(C)C.[F:39][C:40]1[CH:41]=[C:42]([C:47]2[CH2:51][C:50]([CH3:55])([C:52](O)=[O:53])[O:49][N:48]=2)[CH:43]=[C:44]([F:46])[CH:45]=1.OS(O)(=O)=O, predict the reaction product. The product is: [F:46][C:44]1[CH:43]=[C:42]([C:47]2[CH2:51][C:50]([CH3:55])([C:52]([NH:8][CH2:7][C:5]3[CH:6]=[N:2][NH:3][CH:4]=3)=[O:53])[O:49][N:48]=2)[CH:41]=[C:40]([F:39])[CH:45]=1. (4) Given the reactants [N:1]1[N:2]=[CH:3][N:4]([C:6]2[CH:11]=[CH:10][CH:9]=[CH:8][C:7]=2[C:12]#[N:13])[CH:5]=1, predict the reaction product. The product is: [N:1]1[N:2]=[CH:3][N:4]([C:6]2[CH:11]=[CH:10][CH:9]=[CH:8][C:7]=2[CH2:12][NH2:13])[CH:5]=1. (5) Given the reactants [N+:1]([C:4]1[C:5]([OH:23])=[CH:6][C:7]2[O:11][C:10]([C:12]3[CH:21]=[CH:20][C:15]([C:16]([O:18]C)=[O:17])=[CH:14][CH:13]=3)=[N:9][C:8]=2[CH:22]=1)([O-:3])=[O:2].[OH-].[K+], predict the reaction product. The product is: [N+:1]([C:4]1[C:5]([OH:23])=[CH:6][C:7]2[O:11][C:10]([C:12]3[CH:21]=[CH:20][C:15]([C:16]([OH:18])=[O:17])=[CH:14][CH:13]=3)=[N:9][C:8]=2[CH:22]=1)([O-:3])=[O:2].